This data is from Forward reaction prediction with 1.9M reactions from USPTO patents (1976-2016). The task is: Predict the product of the given reaction. (1) The product is: [OH:32][CH2:31][CH2:30][C:29]#[C:33][C:2]1[CH:15]=[C:14]2[C:5]([C:6]3[CH:7]=[CH:8][C:9]([OH:16])=[CH:10][C:11]=3[CH2:12][CH2:13]2)=[CH:4][CH:3]=1. Given the reactants I[C:2]1[CH:15]=[C:14]2[C:5]([C:6]3[CH:7]=[CH:8][C:9]([OH:16])=[CH:10][C:11]=3[CH2:12][CH2:13]2)=[CH:4][CH:3]=1.C(NC(C)C)(C)C.C#CCC.Cl.[CH2:29]1[CH2:33][O:32][CH2:31][CH2:30]1, predict the reaction product. (2) Given the reactants Cl.[NH2:2][CH2:3][C:4]1[CH:5]=[C:6]([CH2:10][N:11]2[C:19]3[C:14](=[C:15]([O:20][CH3:21])[CH:16]=[CH:17][CH:18]=3)[C:13]([NH:22][S:23]([C:26]3[S:27][C:28]([Cl:31])=[CH:29][CH:30]=3)(=[O:25])=[O:24])=[N:12]2)[CH:7]=[CH:8][CH:9]=1.C(N(CC)CC)C.C(O)(=O)C.[O-:43][C:44]#[N:45].[K+], predict the reaction product. The product is: [NH2:45][C:44]([NH:2][CH2:3][C:4]1[CH:5]=[C:6]([CH2:10][N:11]2[C:19]3[C:14](=[C:15]([O:20][CH3:21])[CH:16]=[CH:17][CH:18]=3)[C:13]([NH:22][S:23]([C:26]3[S:27][C:28]([Cl:31])=[CH:29][CH:30]=3)(=[O:25])=[O:24])=[N:12]2)[CH:7]=[CH:8][CH:9]=1)=[O:43]. (3) Given the reactants Br[C:2]1[C:3]([C:16]2[CH:21]=[CH:20][CH:19]=[CH:18][CH:17]=2)=[N:4][C:5]2[C:10]([N:11]=1)=[CH:9][C:8]([C:12]([O:14]C)=[O:13])=[CH:7][CH:6]=2.[F:22][C:23]([F:35])([F:34])[O:24][C:25]1[CH:26]=[C:27](B(O)O)[CH:28]=[CH:29][CH:30]=1, predict the reaction product. The product is: [C:16]1([C:3]2[C:2]([C:27]3[CH:28]=[CH:29][CH:30]=[C:25]([O:24][C:23]([F:22])([F:34])[F:35])[CH:26]=3)=[N:11][C:10]3[C:5](=[CH:6][CH:7]=[C:8]([C:12]([OH:14])=[O:13])[CH:9]=3)[N:4]=2)[CH:17]=[CH:18][CH:19]=[CH:20][CH:21]=1. (4) Given the reactants [Cl:1][C:2]1[CH:7]=[CH:6][C:5]([C@H:8]2[N:15]3[C:11]([S:12][C:13]([C:19]([OH:21])=O)=[C:14]3[CH:16]([CH3:18])[CH3:17])=[N:10][C@:9]2([C:23]2[CH:28]=[CH:27][C:26]([Cl:29])=[CH:25][CH:24]=2)[CH3:22])=[CH:4][CH:3]=1.[CH3:30][N:31]1[CH2:36][CH2:35][CH:34]([NH2:37])[CH2:33][CH2:32]1, predict the reaction product. The product is: [Cl:1][C:2]1[CH:3]=[CH:4][C:5]([C@H:8]2[N:15]3[C:11]([S:12][C:13]([C:19]([NH:37][CH:34]4[CH2:35][CH2:36][N:31]([CH3:30])[CH2:32][CH2:33]4)=[O:21])=[C:14]3[CH:16]([CH3:17])[CH3:18])=[N:10][C@:9]2([C:23]2[CH:24]=[CH:25][C:26]([Cl:29])=[CH:27][CH:28]=2)[CH3:22])=[CH:6][CH:7]=1.